Dataset: Catalyst prediction with 721,799 reactions and 888 catalyst types from USPTO. Task: Predict which catalyst facilitates the given reaction. (1) Reactant: [NH2:1][CH:2]([C:6]1[CH:11]=[CH:10][C:9]([Br:12])=[CH:8][CH:7]=1)[C:3]([NH2:5])=[O:4].[C:13]1(=O)[CH2:17][CH2:16][CH2:15][CH2:14]1. Product: [Br:12][C:9]1[CH:10]=[CH:11][C:6]([CH:2]2[NH:1][C:13]3([CH2:17][CH2:16][CH2:15][CH2:14]3)[NH:5][C:3]2=[O:4])=[CH:7][CH:8]=1. The catalyst class is: 8. (2) Reactant: [CH3:1][NH:2][CH:3]([C:9]([O:11][CH2:12][CH3:13])=[O:10])[C:4]([O:6][CH2:7][CH3:8])=[O:5].[C:22](O[C:22]([O:24][C:25]([CH3:28])([CH3:27])[CH3:26])=[O:23])([O:24][C:25]([CH3:28])([CH3:27])[CH3:26])=[O:23]. Product: [C:25]([O:24][C:22]([N:2]([CH:3]([C:4]([O:6][CH2:7][CH3:8])=[O:5])[C:9]([O:11][CH2:12][CH3:13])=[O:10])[CH3:1])=[O:23])([CH3:26])([CH3:27])[CH3:28]. The catalyst class is: 22. (3) Reactant: [F:1][C:2]1([F:17])[O:6][C:5]2[CH:7]=[CH:8][C:9]([C:11]3([C:14]([OH:16])=O)[CH2:13][CH2:12]3)=[CH:10][C:4]=2[O:3]1.F[P-](F)(F)(F)(F)F.CN(C(N(C)C)=[N+]1C2C(=NC=CC=2)[N+]([O-])=N1)C.[NH2:42][C@H:43]1[CH2:48][CH2:47][O:46][C@@H:45]([C:49]2[CH:58]=[CH:57][C:52]([C:53]([O:55][CH3:56])=[O:54])=[CH:51][C:50]=2[CH3:59])[CH2:44]1.C(N(C(C)C)C(C)C)C. Product: [F:17][C:2]1([F:1])[O:6][C:5]2[CH:7]=[CH:8][C:9]([C:11]3([C:14]([NH:42][C@H:43]4[CH2:48][CH2:47][O:46][C@@H:45]([C:49]5[CH:58]=[CH:57][C:52]([C:53]([O:55][CH3:56])=[O:54])=[CH:51][C:50]=5[CH3:59])[CH2:44]4)=[O:16])[CH2:12][CH2:13]3)=[CH:10][C:4]=2[O:3]1. The catalyst class is: 35. (4) Reactant: [C:1]([O:5][C:6]([N:8]1[C:16]2[C:11](=[CH:12][CH:13]=[CH:14][CH:15]=2)[C:10]([C:17](=[O:33])[NH:18][C:19]2[CH:20]=[N:21][C:22]([O:25][C:26]3[C:27]([CH3:32])=[N:28][CH:29]=[CH:30][CH:31]=3)=[CH:23][CH:24]=2)=[CH:9]1)=[O:7])([CH3:4])([CH3:3])[CH3:2].[H-].[Na+].[CH3:36]I.CO. Product: [C:1]([O:5][C:6]([N:8]1[C:16]2[C:11](=[CH:12][CH:13]=[CH:14][CH:15]=2)[C:10]([C:17](=[O:33])[N:18]([CH3:36])[C:19]2[CH:20]=[N:21][C:22]([O:25][C:26]3[C:27]([CH3:32])=[N:28][CH:29]=[CH:30][CH:31]=3)=[CH:23][CH:24]=2)=[CH:9]1)=[O:7])([CH3:4])([CH3:3])[CH3:2]. The catalyst class is: 266. (5) Reactant: [Li]CCCC.Br[C:7]1[CH:12]=[CH:11][C:10]([Si:13]([CH3:16])([CH3:15])[CH3:14])=[C:9]([F:17])[CH:8]=1.C(O[B:22]1[O:26][C:25]([CH3:28])([CH3:27])[C:24]([CH3:30])([CH3:29])[O:23]1)(C)C.C(=O)=O.CC(C)=O.Cl. Product: [F:17][C:9]1[CH:8]=[C:7]([B:22]2[O:26][C:25]([CH3:28])([CH3:27])[C:24]([CH3:30])([CH3:29])[O:23]2)[CH:12]=[CH:11][C:10]=1[Si:13]([CH3:16])([CH3:15])[CH3:14]. The catalyst class is: 20. (6) Reactant: [S:1]=[C:2]1[N:13]([CH2:14][CH2:15][CH2:16][C:17]([OH:19])=[O:18])[C:12]2[C:4](=[CH:5][C:6]3[O:7][CH:8]=[CH:9][C:10]=3[N:11]=2)[S:3]1.[N+:20]([C:23]1[CH:28]=[CH:27][CH:26]=[CH:25][CH:24]=1)([O-:22])=[O:21].CCCCCC.O. Product: [N+:20]([C:23]1[CH:28]=[CH:27][C:26]([C:8]2[O:7][C:6]3[CH:5]=[C:4]4[C:12]([N:13]([CH2:14][CH2:15][CH2:16][C:17]([OH:19])=[O:18])[C:2](=[S:1])[S:3]4)=[N:11][C:10]=3[CH:9]=2)=[CH:25][CH:24]=1)([O-:22])=[O:21]. The catalyst class is: 115. (7) Reactant: C[O:2][C:3]([C:5]1[C:6]([CH2:27][CH3:28])=[N:7][N:8]([C:12]2[CH:17]=[CH:16][CH:15]=[C:14](/[CH:18]=[CH:19]/[C:20]3[CH:25]=[CH:24][C:23]([Cl:26])=[CH:22][CH:21]=3)[CH:13]=2)[C:9]=1[CH2:10][CH3:11])=[O:4].[OH-].[Li+]. Product: [Cl:26][C:23]1[CH:24]=[CH:25][C:20](/[CH:19]=[CH:18]/[C:14]2[CH:13]=[C:12]([N:8]3[C:9]([CH2:10][CH3:11])=[C:5]([C:3]([OH:4])=[O:2])[C:6]([CH2:27][CH3:28])=[N:7]3)[CH:17]=[CH:16][CH:15]=2)=[CH:21][CH:22]=1. The catalyst class is: 36. (8) Reactant: C([N:8](CC1C=CC=CC=1)[C@H:9]1[CH2:14][O:13][C@H:12]([C:15]([NH2:17])=[O:16])[CH2:11][CH2:10]1)C1C=CC=CC=1. Product: [NH2:8][C@H:9]1[CH2:14][O:13][C@H:12]([C:15]([NH2:17])=[O:16])[CH2:11][CH2:10]1. The catalyst class is: 421. (9) Reactant: [Cl:1][C:2]1[CH:10]=[C:9]([N:11]2[CH2:15][CH2:14][CH2:13][CH2:12]2)[CH:8]=[CH:7][C:3]=1[C:4](O)=[O:5].S(Cl)([Cl:18])=O.CN1CCCC1=O. Product: [Cl:1][C:2]1[CH:10]=[C:9]([N:11]2[CH2:15][CH2:14][CH2:13][CH2:12]2)[CH:8]=[CH:7][C:3]=1[C:4]([Cl:18])=[O:5]. The catalyst class is: 4. (10) Reactant: [CH3:1][O:2][C:3](=[O:15])[C:4]1[CH:9]=[C:8]([NH:10][C:11](=[O:13])[CH3:12])[CH:7]=[CH:6][C:5]=1[Br:14].[N+:16]([O-])([OH:18])=[O:17]. Product: [CH3:1][O:2][C:3](=[O:15])[C:4]1[C:5]([Br:14])=[CH:6][CH:7]=[C:8]([NH:10][C:11](=[O:13])[CH3:12])[C:9]=1[N+:16]([O-:18])=[O:17]. The catalyst class is: 82.